The task is: Predict the product of the given reaction.. This data is from Forward reaction prediction with 1.9M reactions from USPTO patents (1976-2016). (1) Given the reactants [CH3:1][O:2][C:3]1[C:8]([O:9][CH3:10])=[CH:7][C:6]([CH2:11][N:12]2[CH:16]=[CH:15][CH:14]=[C:13]2[CH:17]=O)=[C:5]([N+:19]([O-])=O)[CH:4]=1.C(O)(=O)C.S([O-])([O-])(=O)=O.[Mg+2], predict the reaction product. The product is: [CH3:10][O:9][C:8]1[C:3]([O:2][CH3:1])=[CH:4][C:5]2[NH:19][CH2:17][C:13]3=[CH:14][CH:15]=[CH:16][N:12]3[CH2:11][C:6]=2[CH:7]=1. (2) Given the reactants [CH2:1]([O:8][C:9]1[CH:14]=[CH:13][C:12]([Br:15])=[CH:11][C:10]=1[CH:16]([C:30]1[CH:35]=[CH:34][CH:33]=[CH:32][CH:31]=1)[CH2:17][CH2:18]OS(C1C=CC(C)=CC=1)(=O)=O)[C:2]1[CH:7]=[CH:6][CH:5]=[CH:4][CH:3]=1.[CH:36]([NH:39][CH:40]([CH3:42])[CH3:41])([CH3:38])[CH3:37].C(Cl)Cl.Cl, predict the reaction product. The product is: [CH:36]([N:39]([CH2:18][CH2:17][CH:16]([C:10]1[CH:11]=[C:12]([Br:15])[CH:13]=[CH:14][C:9]=1[O:8][CH2:1][C:2]1[CH:3]=[CH:4][CH:5]=[CH:6][CH:7]=1)[C:30]1[CH:35]=[CH:34][CH:33]=[CH:32][CH:31]=1)[CH:40]([CH3:42])[CH3:41])([CH3:38])[CH3:37]. (3) Given the reactants [Cl:1][C:2]1[CH:7]=[CH:6][C:5]([CH:8]2[CH2:13][CH2:12][CH2:11][NH:10][CH2:9]2)=[CH:4][CH:3]=1, predict the reaction product. The product is: [Cl:1][C:2]1[CH:3]=[CH:4][C:5]([C@H:8]2[CH2:13][CH2:12][CH2:11][NH:10][CH2:9]2)=[CH:6][CH:7]=1. (4) Given the reactants [Cl:1][C:2]1[CH:10]=[C:9]2[C:5](/[C:6](=[CH:12]/[C:13]3[CH:18]=[C:17]([Cl:19])[CH:16]=[CH:15][C:14]=3[O:20][C:21]3[CH:26]=[CH:25][C:24]([O:27][CH3:28])=[CH:23][CH:22]=3)/[C:7](=[O:11])[NH:8]2)=[CH:4][CH:3]=1.[C:29]([O:33][C:34](O[C:34]([O:33][C:29]([CH3:32])([CH3:31])[CH3:30])=[O:35])=[O:35])([CH3:32])([CH3:31])[CH3:30], predict the reaction product. The product is: [C:29]([O:33][C:34]([N:8]1[C:9]2[C:5](=[CH:4][CH:3]=[C:2]([Cl:1])[CH:10]=2)/[C:6](=[CH:12]/[C:13]2[CH:18]=[C:17]([Cl:19])[CH:16]=[CH:15][C:14]=2[O:20][C:21]2[CH:22]=[CH:23][C:24]([O:27][CH3:28])=[CH:25][CH:26]=2)/[C:7]1=[O:11])=[O:35])([CH3:32])([CH3:31])[CH3:30]. (5) Given the reactants [CH3:1][CH:2]([C:8]([CH3:10])=[O:9])[C:3]([O:5][CH2:6][CH3:7])=[O:4].[O-][CH2:12]C.[Na+].BrC[CH2:17][CH2:18][CH2:19][CH2:20][C:21]([O:23][CH2:24][CH3:25])=[O:22], predict the reaction product. The product is: [C:21]([CH2:20][CH2:19][CH2:18][CH2:17][CH2:1][C:2]([CH3:12])([C:8]([CH3:10])=[O:9])[C:3]([O:5][CH2:6][CH3:7])=[O:4])([O:23][CH2:24][CH3:25])=[O:22].